Task: Regression. Given two drug SMILES strings and cell line genomic features, predict the synergy score measuring deviation from expected non-interaction effect.. Dataset: NCI-60 drug combinations with 297,098 pairs across 59 cell lines (1) Drug 1: C1=C(C(=O)NC(=O)N1)N(CCCl)CCCl. Drug 2: C1CN1P(=S)(N2CC2)N3CC3. Cell line: A549. Synergy scores: CSS=43.0, Synergy_ZIP=-12.7, Synergy_Bliss=-3.73, Synergy_Loewe=-17.6, Synergy_HSA=-0.572. (2) Drug 1: CC(CN1CC(=O)NC(=O)C1)N2CC(=O)NC(=O)C2. Drug 2: CC1=C(C(=O)C2=C(C1=O)N3CC4C(C3(C2COC(=O)N)OC)N4)N. Cell line: SN12C. Synergy scores: CSS=35.5, Synergy_ZIP=-3.12, Synergy_Bliss=1.64, Synergy_Loewe=0.658, Synergy_HSA=4.35. (3) Drug 1: CC(CN1CC(=O)NC(=O)C1)N2CC(=O)NC(=O)C2. Drug 2: CC1CCCC2(C(O2)CC(NC(=O)CC(C(C(=O)C(C1O)C)(C)C)O)C(=CC3=CSC(=N3)C)C)C. Cell line: SNB-19. Synergy scores: CSS=11.6, Synergy_ZIP=-2.12, Synergy_Bliss=1.12, Synergy_Loewe=1.01, Synergy_HSA=0.904.